Dataset: Full USPTO retrosynthesis dataset with 1.9M reactions from patents (1976-2016). Task: Predict the reactants needed to synthesize the given product. (1) Given the product [NH2:20][CH:16]1[CH2:17][CH2:18][CH2:19][CH:14]([NH:21][C:11]([C:10]2[C:4]3[C:5](=[N:6][CH:7]=[C:2]([Br:1])[N:3]=3)[NH:8][CH:9]=2)=[O:13])[CH2:15]1, predict the reactants needed to synthesize it. The reactants are: [Br:1][C:2]1[N:3]=[C:4]2[C:10]([C:11]([OH:13])=O)=[CH:9][NH:8][C:5]2=[N:6][CH:7]=1.[CH:14]1([NH2:21])[CH2:19][CH2:18][CH2:17][CH:16]([NH2:20])[CH2:15]1.CN(C(ON1N=NC2C=CC=NC1=2)=[N+](C)C)C.F[P-](F)(F)(F)(F)F.CCN(C(C)C)C(C)C. (2) Given the product [Br:9][C:10]1[CH:11]=[N:12][CH:13]=[CH:14][C:15]=1[O:8][CH2:7][CH:1]1[CH2:6][CH2:5][CH2:4][CH2:3][CH2:2]1, predict the reactants needed to synthesize it. The reactants are: [CH:1]1([CH2:7][OH:8])[CH2:6][CH2:5][CH2:4][CH2:3][CH2:2]1.[Br:9][C:10]1[CH:11]=[N:12][CH:13]=[CH:14][C:15]=1Cl.BrC1C=NC=CC=1F. (3) The reactants are: CN([P+](ON1N=[N:19][C:14]2[CH:15]=[CH:16][CH:17]=[CH:18][C:13]1=2)(N(C)C)N(C)C)C.F[P-](F)(F)(F)(F)F.C([N:31]([CH2:35]C)[CH:32]([CH3:34])[CH3:33])(C)C.Cl.CNOC.CN(C(OCC1C2C(=CC=CC=2)C2C1=CC=CC=2)=O)[C@H](C(O)=O)C[O:46][CH2:47][C:48]1[CH:53]=[CH:52][CH:51]=[CH:50][CH:49]=1.[H-].[Li+].[Al+3].[H-].[H-].[H-].[Cl-].[NH4+].NC1C=C2C([CH:87]=[C:88]([C:94]3[CH:99]=[CH:98][CH:97]=[CH:96][C:95]=3[C:100]([F:103])([F:102])[F:101])[NH:89][C:90]2=[O:93])=CC=1.C([BH3-])#N.[Na+].C(=O)(O)[O-].[Na+].N1CCCCC1. Given the product [CH2:47]([O:46][CH2:34][C@H:32]([NH:31][CH3:35])[CH2:33][NH:19][C:14]1[CH:13]=[C:18]2[C:17]([CH:87]=[C:88]([C:94]3[CH:99]=[CH:98][CH:97]=[CH:96][C:95]=3[C:100]([F:101])([F:102])[F:103])[NH:89][C:90]2=[O:93])=[CH:16][CH:15]=1)[C:48]1[CH:53]=[CH:52][CH:51]=[CH:50][CH:49]=1, predict the reactants needed to synthesize it.